Regression. Given two drug SMILES strings and cell line genomic features, predict the synergy score measuring deviation from expected non-interaction effect. From a dataset of NCI-60 drug combinations with 297,098 pairs across 59 cell lines. Synergy scores: CSS=15.9, Synergy_ZIP=-3.09, Synergy_Bliss=-1.01, Synergy_Loewe=1.59, Synergy_HSA=1.35. Drug 1: C1C(C(OC1N2C=NC3=C2NC=NCC3O)CO)O. Drug 2: CC12CCC3C(C1CCC2OP(=O)(O)O)CCC4=C3C=CC(=C4)OC(=O)N(CCCl)CCCl.[Na+]. Cell line: OVCAR-5.